This data is from Forward reaction prediction with 1.9M reactions from USPTO patents (1976-2016). The task is: Predict the product of the given reaction. Given the reactants Br[C:2]1[CH:11]=[CH:10][C:9]([O:12][CH3:13])=[C:8]2[C:3]=1[CH:4]=[CH:5][C:6]([CH2:14][CH3:15])=[N:7]2.Br[C:17]1[CH:18]=[C:19]2[C:24](=[CH:25][CH:26]=1)[NH:23][C:22](=[O:27])[CH:21]=[CH:20]2, predict the reaction product. The product is: [CH2:14]([C:6]1[CH:5]=[CH:4][C:3]2[C:2]([C:17]3[CH:18]=[C:19]4[C:24](=[CH:25][CH:26]=3)[NH:23][C:22](=[O:27])[CH:21]=[CH:20]4)=[CH:11][CH:10]=[C:9]([O:12][CH3:13])[C:8]=2[N:7]=1)[CH3:15].